This data is from Catalyst prediction with 721,799 reactions and 888 catalyst types from USPTO. The task is: Predict which catalyst facilitates the given reaction. (1) Reactant: [F:1][C:2]([F:24])([F:23])[C:3]1[CH:22]=[CH:21][C:6]([CH2:7][O:8][C:9]2[CH:10]=[C:11]([CH2:15][C:16]([O:18]CC)=[O:17])[CH:12]=[CH:13][CH:14]=2)=[CH:5][CH:4]=1.[OH-].[Na+]. Product: [F:1][C:2]([F:23])([F:24])[C:3]1[CH:4]=[CH:5][C:6]([CH2:7][O:8][C:9]2[CH:10]=[C:11]([CH2:15][C:16]([OH:18])=[O:17])[CH:12]=[CH:13][CH:14]=2)=[CH:21][CH:22]=1. The catalyst class is: 8. (2) Reactant: C[O:2][C:3]([C:5]1([NH:10][C:11]([CH:13]2[CH2:17][CH:16]([O:18][C:19]3[C:28]4[C:23](=[C:24]([Cl:38])[C:25]([O:29][CH2:30][CH2:31][N:32]5[CH2:37][CH2:36][O:35][CH2:34][CH2:33]5)=[CH:26][CH:27]=4)[N:22]=[C:21]([C:39]4[N:40]=[C:41]([NH:44][CH:45]([CH3:47])[CH3:46])[S:42][CH:43]=4)[CH:20]=3)[CH2:15][N:14]2[C:48](=[O:64])[CH:49]([NH:54][C:55]([O:57][CH:58]2[CH2:63][CH:62]3[CH:60]([CH2:61]3)[CH2:59]2)=[O:56])[C:50]([CH3:53])([CH3:52])[CH3:51])=[O:12])[CH2:7][CH:6]1[CH2:8][CH3:9])=[O:4].[Li+].[OH-].CO.Cl. Product: [CH:60]12[CH2:61][CH:62]1[CH2:63][CH:58]([O:57][C:55]([NH:54][CH:49]([C:50]([CH3:53])([CH3:52])[CH3:51])[C:48]([N:14]1[CH2:15][CH:16]([O:18][C:19]3[C:28]4[C:23](=[C:24]([Cl:38])[C:25]([O:29][CH2:30][CH2:31][N:32]5[CH2:37][CH2:36][O:35][CH2:34][CH2:33]5)=[CH:26][CH:27]=4)[N:22]=[C:21]([C:39]4[N:40]=[C:41]([NH:44][CH:45]([CH3:46])[CH3:47])[S:42][CH:43]=4)[CH:20]=3)[CH2:17][CH:13]1[C:11]([NH:10][C:5]1([C:3]([OH:4])=[O:2])[CH2:7][CH:6]1[CH2:8][CH3:9])=[O:12])=[O:64])=[O:56])[CH2:59]2. The catalyst class is: 20.